Dataset: Catalyst prediction with 721,799 reactions and 888 catalyst types from USPTO. Task: Predict which catalyst facilitates the given reaction. (1) Reactant: Br[CH2:2][CH:3]1[O:8][C:7]2[CH:9]=[C:10]([S:13]([CH3:16])(=[O:15])=[O:14])[CH:11]=[CH:12][C:6]=2[CH2:5][O:4]1.[CH3:17][NH:18][CH3:19]. Product: [CH3:17][N:18]([CH3:19])[CH2:2][CH:3]1[O:8][C:7]2[CH:9]=[C:10]([S:13]([CH3:16])(=[O:15])=[O:14])[CH:11]=[CH:12][C:6]=2[CH2:5][O:4]1. The catalyst class is: 14. (2) Reactant: [CH3:1][C:2]1[CH:7]=[CH:6][N:5]=[C:4]([S:8][CH3:9])[N:3]=1.[Li+].C[Si]([N-][Si](C)(C)C)(C)C.[CH:20]1([CH2:23][C:24](N(OC)C)=[O:25])[CH2:22][CH2:21]1. Product: [CH:20]1([CH2:23][C:24](=[O:25])[CH2:1][C:2]2[CH:7]=[CH:6][N:5]=[C:4]([S:8][CH3:9])[N:3]=2)[CH2:22][CH2:21]1. The catalyst class is: 1. (3) Reactant: Cl[C:2]1[C:11]2[C:6](=[CH:7][CH:8]=[CH:9][CH:10]=2)[N:5]=[C:4]([C:12]2[CH:17]=[CH:16][N:15]=[C:14]([Cl:18])[CH:13]=2)[CH:3]=1.[C:19]([O-:22])([O-])=[O:20].[K+].[K+].C[N:26]([CH:28]=O)[CH3:27]. Product: [C:11]([O:22][C:19]([N:15]1[CH2:16][CH:27]2[CH2:13][CH:14]1[CH2:28][N:26]2[C:2]1[C:11]2[C:6](=[CH:7][CH:8]=[CH:9][CH:10]=2)[N:5]=[C:4]([C:12]2[CH:17]=[CH:16][N:15]=[C:14]([Cl:18])[CH:13]=2)[CH:3]=1)=[O:20])([CH3:6])([CH3:2])[CH3:10]. The catalyst class is: 13. (4) Reactant: C(O)(C(F)(F)F)=O.C(OC([NH:15][C:16]1[S:20][C:19]([C:21]2[C:26]([F:27])=[CH:25][CH:24]=[CH:23][C:22]=2[F:28])=[N:18][C:17]=1[C:29]([NH:31][C:32]1[C:33]([N:41]2[CH2:46][CH2:45][CH2:44][C@H:43]([NH:47]C(=O)OC(C)(C)C)[CH2:42]2)=[C:34]2[CH:40]=[CH:39][S:38][C:35]2=[N:36][CH:37]=1)=[O:30])=O)(C)(C)C. Product: [NH2:15][C:16]1[S:20][C:19]([C:21]2[C:22]([F:28])=[CH:23][CH:24]=[CH:25][C:26]=2[F:27])=[N:18][C:17]=1[C:29]([NH:31][C:32]1[C:33]([N:41]2[CH2:46][CH2:45][CH2:44][C@H:43]([NH2:47])[CH2:42]2)=[C:34]2[CH:40]=[CH:39][S:38][C:35]2=[N:36][CH:37]=1)=[O:30]. The catalyst class is: 2. (5) Reactant: [Cl:1][C:2]1[CH:3]=[C:4]([NH2:19])[CH:5]=[CH:6][C:7]=1[S:8][C:9]1[CH:18]=[CH:17][C:16]2[C:11](=[CH:12][CH:13]=[CH:14][CH:15]=2)[CH:10]=1.N1C=CC=CC=1.[I:26][C:27]1[CH:32]=[CH:31][C:30]([S:33](Cl)(=[O:35])=[O:34])=[CH:29][CH:28]=1. Product: [Cl:1][C:2]1[CH:3]=[C:4]([NH:19][S:33]([C:30]2[CH:31]=[CH:32][C:27]([I:26])=[CH:28][CH:29]=2)(=[O:35])=[O:34])[CH:5]=[CH:6][C:7]=1[S:8][C:9]1[CH:18]=[CH:17][C:16]2[C:11](=[CH:12][CH:13]=[CH:14][CH:15]=2)[CH:10]=1. The catalyst class is: 1. (6) Reactant: [F:1][C:2]1[CH:7]=[CH:6][C:5]([CH2:8][CH2:9][OH:10])=[CH:4][CH:3]=1.[H-].[Na+].C(N=[CH:18][C:19]1[CH:20]=[C:21]2[C:26](=[CH:27][CH:28]=1)[N:25]=[CH:24][CH:23]=[C:22]2Cl)CCC.CN(C=[O:34])C. Product: [F:1][C:2]1[CH:7]=[CH:6][C:5]([CH2:8][CH2:9][O:10][C:22]2[C:21]3[C:26](=[CH:27][CH:28]=[C:19]([CH:18]=[O:34])[CH:20]=3)[N:25]=[CH:24][CH:23]=2)=[CH:4][CH:3]=1. The catalyst class is: 775. (7) Reactant: [Cl:1][C:2]1[CH:7]=[CH:6][C:5]([C@@H:8]2[C@@:10]3([C:18]4[C:13](=[CH:14][CH:15]=[CH:16][CH:17]=4)[N:12]([C:19]4[CH:20]=[C:21]([CH:25]=[CH:26][CH:27]=4)[C:22](O)=[O:23])[C:11]3=[O:28])[CH2:9]2)=[CH:4][CH:3]=1.[B-](F)(F)(F)F.CN(C(ON1N=NC2C1=CC=CC=2)=[N+](C)C)C.C(N(CC)C(C)C)(C)C.[NH:60]1[CH2:65][CH2:64][O:63][CH2:62][CH2:61]1. Product: [Cl:1][C:2]1[CH:7]=[CH:6][C:5]([C@@H:8]2[C@@:10]3([C:18]4[C:13](=[CH:14][CH:15]=[CH:16][CH:17]=4)[N:12]([C:19]4[CH:27]=[CH:26][CH:25]=[C:21]([C:22]([N:60]5[CH2:65][CH2:64][O:63][CH2:62][CH2:61]5)=[O:23])[CH:20]=4)[C:11]3=[O:28])[CH2:9]2)=[CH:4][CH:3]=1. The catalyst class is: 3. (8) Reactant: C([O:4][CH2:5][C:6]1[CH:7]=[C:8]2[CH:14]([CH3:15])[CH2:13][O:12][C:9]2=[CH:10][N:11]=1)(=O)C.[OH-].[Na+]. Product: [CH3:15][C:14]1[C:8]2[C:9](=[CH:10][N:11]=[C:6]([CH2:5][OH:4])[CH:7]=2)[O:12][CH:13]=1. The catalyst class is: 12. (9) Product: [N+:2]([C:5]1[CH:6]=[CH:7][C:8]([CH2:9][NH:10][C:18](=[O:19])[O:17][C:14]([CH3:16])([CH3:15])[CH3:13])=[CH:11][CH:12]=1)([O-:4])=[O:3]. The catalyst class is: 236. Reactant: Cl.[N+:2]([C:5]1[CH:12]=[CH:11][C:8]([CH2:9][NH2:10])=[CH:7][CH:6]=1)([O-:4])=[O:3].[CH3:13][C:14]([O:17][C:18](O[C:18]([O:17][C:14]([CH3:16])([CH3:15])[CH3:13])=[O:19])=[O:19])([CH3:16])[CH3:15]. (10) The catalyst class is: 6. Product: [CH3:20][N:12]1[C:13]2=[N:14][CH:15]=[N:16][C:17]([NH2:19])=[C:18]2[C:10]([C:6]2[CH:5]=[C:4]3[C:9](=[CH:8][CH:7]=2)[N:1]([C:28](=[O:29])[CH2:27][C:23]2[N:22]([CH3:21])[CH:26]=[CH:25][CH:24]=2)[CH2:2][CH2:3]3)=[N:11]1. Reactant: [NH:1]1[C:9]2[C:4](=[CH:5][C:6]([C:10]3[C:18]4[C:13](=[N:14][CH:15]=[N:16][C:17]=4[NH2:19])[N:12]([CH3:20])[N:11]=3)=[CH:7][CH:8]=2)[CH2:3][CH2:2]1.[CH3:21][N:22]1[CH:26]=[CH:25][CH:24]=[C:23]1[CH2:27][C:28](O)=[O:29].CN(C(ON1N=NC2C=CC=NC1=2)=[N+](C)C)C.F[P-](F)(F)(F)(F)F.CCN(C(C)C)C(C)C.